Dataset: Peptide-MHC class I binding affinity with 185,985 pairs from IEDB/IMGT. Task: Regression. Given a peptide amino acid sequence and an MHC pseudo amino acid sequence, predict their binding affinity value. This is MHC class I binding data. (1) The peptide sequence is QVIEYLKPY. The MHC is HLA-A29:02 with pseudo-sequence HLA-A29:02. The binding affinity (normalized) is 0.613. (2) The peptide sequence is APRARTAAF. The MHC is HLA-B15:01 with pseudo-sequence HLA-B15:01. The binding affinity (normalized) is 0.0847.